This data is from Full USPTO retrosynthesis dataset with 1.9M reactions from patents (1976-2016). The task is: Predict the reactants needed to synthesize the given product. (1) Given the product [CH2:28]([O:35][C:36]([NH:38][CH2:39][CH2:40][CH2:41][CH2:42][CH:43]([CH2:49][P:15]([CH:3]([NH:4][C:5](=[O:14])[CH2:6][CH2:7][C:8]1[CH:13]=[CH:12][CH:11]=[CH:10][CH:9]=1)[CH:2]([CH3:18])[CH3:1])([OH:16])=[O:17])[C:44]([O:46][CH2:47][CH3:48])=[O:45])=[O:37])[C:29]1[CH:30]=[CH:31][CH:32]=[CH:33][CH:34]=1, predict the reactants needed to synthesize it. The reactants are: [CH3:1][CH:2]([CH3:18])[CH:3]([PH:15](=[O:17])[OH:16])[NH:4][C:5](=[O:14])[CH2:6][CH2:7][C:8]1[CH:13]=[CH:12][CH:11]=[CH:10][CH:9]=1.C[Si](C)(C)N[Si](C)(C)C.[CH2:28]([O:35][C:36]([NH:38][CH2:39][CH2:40][CH2:41][CH2:42][C:43](=[CH2:49])[C:44]([O:46][CH2:47][CH3:48])=[O:45])=[O:37])[C:29]1[CH:34]=[CH:33][CH:32]=[CH:31][CH:30]=1. (2) Given the product [CH3:23][N:18]([C:13]1[CH:14]=[CH:15][CH:16]=[CH:17][C:12]=1[CH2:11][NH:10][C:6]1[C:5]2[N:4]([N:3]=[C:2]([NH:38][C:34]3[N:33]=[C:32]([N:29]4[CH2:30][CH2:31][N:26]([CH3:25])[CH2:27][CH2:28]4)[CH:37]=[N:36][CH:35]=3)[N:24]=2)[CH:9]=[CH:8][CH:7]=1)[S:19]([CH3:22])(=[O:21])=[O:20], predict the reactants needed to synthesize it. The reactants are: Cl[C:2]1[N:24]=[C:5]2[C:6]([NH:10][CH2:11][C:12]3[CH:17]=[CH:16][CH:15]=[CH:14][C:13]=3[N:18]([CH3:23])[S:19]([CH3:22])(=[O:21])=[O:20])=[CH:7][CH:8]=[CH:9][N:4]2[N:3]=1.[CH3:25][N:26]1[CH2:31][CH2:30][N:29]([C:32]2[CH:37]=[N:36][CH:35]=[C:34]([NH2:38])[N:33]=2)[CH2:28][CH2:27]1. (3) Given the product [CH3:1][O:2][C:3]1[C:31]([O:32][CH3:33])=[CH:30][C:6]2[N:7]([C:10]3[S:14][C:13]([C:15]#[N:17])=[C:12]([O:18][CH2:19][C:20]4[CH:25]=[CH:24][CH:23]=[CH:22][C:21]=4[S:26]([CH3:29])(=[O:27])=[O:28])[CH:11]=3)[CH:8]=[N:9][C:5]=2[CH:4]=1, predict the reactants needed to synthesize it. The reactants are: [CH3:1][O:2][C:3]1[C:31]([O:32][CH3:33])=[CH:30][C:6]2[N:7]([C:10]3[S:14][C:13]([C:15]([NH2:17])=O)=[C:12]([O:18][CH2:19][C:20]4[CH:25]=[CH:24][CH:23]=[CH:22][C:21]=4[S:26]([CH3:29])(=[O:28])=[O:27])[CH:11]=3)[CH:8]=[N:9][C:5]=2[CH:4]=1. (4) Given the product [NH2:8][C:9]1[S:10][C:11]([Cl:60])=[C:12]([C:14](=[N:53][O:54][CH:55]2[CH2:59][CH2:58][CH2:57][CH2:56]2)[C:15]([NH:17][C@@H:18]2[C:25](=[O:26])[N:24]3[C@@H:19]2[S:20][CH2:21][C:22](/[CH:43]=[CH:44]/[S:73][C:71]2[CH:70]=[C:69]([NH2:74])[N:68]=[C:67]([NH2:66])[N:72]=2)=[C:23]3[C:27]([OH:29])=[O:28])=[O:16])[N:13]=1, predict the reactants needed to synthesize it. The reactants are: C(OC([NH:8][C:9]1[S:10][C:11]([Cl:60])=[C:12]([C:14](=[N:53][O:54][CH:55]2[CH2:59][CH2:58][CH2:57][CH2:56]2)[C:15]([NH:17][CH:18]2[C:25](=[O:26])[N:24]3[CH:19]2[S:20][CH2:21][C:22](/[CH:43]=[CH:44]/OS(C(F)(F)F)(=O)=O)=[C:23]3[C:27]([O:29]C(C2C=CC=CC=2)C2C=CC=CC=2)=[O:28])=[O:16])[N:13]=1)=O)(C)(C)C.S(O)(O)(=O)=O.[NH2:66][C:67]1[N:72]=[C:71]([SH:73])[CH:70]=[C:69]([NH2:74])[N:68]=1. (5) Given the product [ClH:12].[CH3:1][C@:2]1([C:7]([O:9][CH3:14])=[O:8])[CH2:6][CH2:5][CH2:4][NH:3]1, predict the reactants needed to synthesize it. The reactants are: [CH3:1][C@:2]1([C:7]([OH:9])=[O:8])[CH2:6][CH2:5][CH2:4][NH:3]1.S(Cl)([Cl:12])=O.[CH3:14]O. (6) Given the product [C:14]([C:11]1[N:12]([CH3:13])[C:8]([C:5]2[CH:6]=[CH:7][C:2]([NH:1][S:22]([C:16]3[CH:21]=[CH:20][CH:19]=[CH:18][CH:17]=3)(=[O:24])=[O:23])=[CH:3][CH:4]=2)=[CH:9][CH:10]=1)#[N:15], predict the reactants needed to synthesize it. The reactants are: [NH2:1][C:2]1[CH:7]=[CH:6][C:5]([C:8]2[N:12]([CH3:13])[C:11]([C:14]#[N:15])=[CH:10][CH:9]=2)=[CH:4][CH:3]=1.[C:16]1([S:22](Cl)(=[O:24])=[O:23])[CH:21]=[CH:20][CH:19]=[CH:18][CH:17]=1.